From a dataset of Peptide-MHC class I binding affinity with 185,985 pairs from IEDB/IMGT. Regression. Given a peptide amino acid sequence and an MHC pseudo amino acid sequence, predict their binding affinity value. This is MHC class I binding data. The binding affinity (normalized) is 0.548. The peptide sequence is STAEQLSKY. The MHC is HLA-A11:01 with pseudo-sequence HLA-A11:01.